From a dataset of Reaction yield outcomes from USPTO patents with 853,638 reactions. Predict the reaction yield, written as a fraction of the theoretical maximum amount of product (1.0 means a 100% yield; for example, 0.34 means a 34% yield). (1) The catalyst is CC(C)=O.C(OCC)C. The yield is 0.930. The reactants are [CH2:1]([O:8][C:9]1[CH:14]=[CH:13][C:12]([CH2:15][CH2:16][CH2:17][CH2:18][CH2:19][CH2:20][CH2:21][S:22](Cl)(=[O:24])=[O:23])=[CH:11][CH:10]=1)[C:2]1[CH:7]=[CH:6][CH:5]=[CH:4][CH:3]=1.[NH4+].[F-:27]. The product is [CH2:1]([O:8][C:9]1[CH:14]=[CH:13][C:12]([CH2:15][CH2:16][CH2:17][CH2:18][CH2:19][CH2:20][CH2:21][S:22]([F:27])(=[O:24])=[O:23])=[CH:11][CH:10]=1)[C:2]1[CH:7]=[CH:6][CH:5]=[CH:4][CH:3]=1. (2) No catalyst specified. The yield is 0.960. The reactants are S(Cl)(Cl)=O.[N+:5]([C:8]1[C:9]([C:13]([OH:15])=[O:14])=[N:10][NH:11][CH:12]=1)([O-:7])=[O:6].[CH3:16][CH2:17]O. The product is [CH2:16]([O:14][C:13]([C:9]1[C:8]([N+:5]([O-:7])=[O:6])=[CH:12][NH:11][N:10]=1)=[O:15])[CH3:17]. (3) The reactants are N=C=N.ON1C2C=CC=CC=2N=N1.[Cl:14][C:15]1[CH:16]=[C:17]([NH:21][C:22]2[CH:30]=[C:29]([C:31]([F:34])([F:33])[F:32])[C:25]([C:26]([OH:28])=O)=[CH:24][N:23]=2)[CH:18]=[CH:19][CH:20]=1.C(N(C(C)C)CC)(C)C.[O:44]=[S:45]1(=[O:52])[CH2:49][CH2:48][CH:47]([CH2:50][NH2:51])[CH2:46]1.F[P-](F)(F)(F)(F)F.C([N+]1C=CN(C)C=1)CCC. The catalyst is ClCCl. The product is [Cl:14][C:15]1[CH:16]=[C:17]([NH:21][C:22]2[CH:30]=[C:29]([C:31]([F:34])([F:33])[F:32])[C:25]([C:26]([NH:51][CH2:50][CH:47]3[CH2:48][CH2:49][S:45](=[O:52])(=[O:44])[CH2:46]3)=[O:28])=[CH:24][N:23]=2)[CH:18]=[CH:19][CH:20]=1. The yield is 0.470. (4) The reactants are [CH2:1]([O:8][N:9]1[C:15](=[O:16])[N:14]2[CH2:17][C@H:10]1[CH2:11][CH2:12][C@H:13]2[C:18]([OH:20])=O)[C:2]1[CH:7]=[CH:6][CH:5]=[CH:4][CH:3]=1.[NH2:21][O:22][CH2:23][CH:24]1[CH2:29][CH2:28][CH2:27][N:26]([C:30]([O:32][C:33]([CH3:36])([CH3:35])[CH3:34])=[O:31])[CH2:25]1.ON1C2C=CC=CC=2N=N1.Cl.C(N=C=NCCCN(C)C)C. The catalyst is C(Cl)Cl. The product is [CH2:1]([O:8][N:9]1[C:15](=[O:16])[N:14]2[CH2:17][C@H:10]1[CH2:11][CH2:12][C@H:13]2[C:18]([NH:21][O:22][CH2:23][CH:24]1[CH2:29][CH2:28][CH2:27][N:26]([C:30]([O:32][C:33]([CH3:36])([CH3:35])[CH3:34])=[O:31])[CH2:25]1)=[O:20])[C:2]1[CH:3]=[CH:4][CH:5]=[CH:6][CH:7]=1. The yield is 0.840. (5) The reactants are Cl[C:2]1[CH:11]=[CH:10][C:9]2[C:4](=[N:5][CH:6]=[CH:7][CH:8]=2)[N:3]=1.[NH2:12][C@H:13]1[CH2:16][C@H:15]([N:17]2[C:21]3=[N:22][CH:23]=[CH:24][N:25]=[C:20]3[C:19]([CH3:27])([CH3:26])[C:18]2=[O:28])[CH2:14]1.C(=O)([O-])[O-].[Cs+].[Cs+]. The catalyst is CN(C)C=O. The product is [N:3]1[C:4]2[C:9](=[CH:8][CH:7]=[CH:6][N:5]=2)[CH:10]=[CH:11][C:2]=1[NH:12][C@H:13]1[CH2:16][C@H:15]([N:17]2[C:21]3=[N:22][CH:23]=[CH:24][N:25]=[C:20]3[C:19]([CH3:26])([CH3:27])[C:18]2=[O:28])[CH2:14]1. The yield is 0.210. (6) The reactants are [S:1]1[CH:5]=[CH:4][CH:3]=[C:2]1[C:6]1[NH:7][C:8](=[O:20])[C:9]2[C:13]=1[C:12](=O)[NH:11][C:10]=2[C:15]1[S:16][CH:17]=[CH:18][CH:19]=1.[C:21]([O-:24])([O-])=O.[Cs+].[Cs+].Br[CH2:28][CH2:29][CH2:30][CH2:31][CH2:32][CH2:33][CH2:34][CH2:35][CH2:36][CH2:37][CH2:38][CH2:39][CH2:40][CH3:41]. The catalyst is CN(C=O)C. The product is [CH2:12]([N:11]1[C:10]([C:15]2[S:16][CH:17]=[CH:18][CH:19]=2)=[C:9]2[C:13](=[C:6]([C:2]3[S:1][CH:5]=[CH:4][CH:3]=3)[N:7]([CH2:28][CH2:29][CH2:30][CH2:31][CH2:32][CH2:33][CH2:34][CH2:35][CH2:36][CH2:37][CH2:38][CH2:39][CH2:40][CH3:41])[C:8]2=[O:20])[C:21]1=[O:24])[CH2:40][CH2:39][CH2:38][CH2:37][CH2:36][CH2:35][CH2:34][CH2:33][CH2:32][CH2:31][CH2:30][CH2:29][CH3:28]. The yield is 0.430. (7) The reactants are [NH2:1][C:2]1[CH:11]=[C:10]2[C:5]([CH:6]=[CH:7][CH:8]=[C:9]2[N:12]2[CH2:17][CH2:16][N:15]([CH3:18])[CH2:14][CH2:13]2)=[CH:4][CH:3]=1.[N+:19]([C:22]1[CH:27]=[C:26]([N+:28]([O-:30])=[O:29])[CH:25]=[CH:24][C:23]=1Cl)([O-:21])=[O:20]. The catalyst is CN(C=O)C. The product is [N+:19]([C:22]1[CH:27]=[C:26]([N+:28]([O-:30])=[O:29])[CH:25]=[CH:24][C:23]=1[NH:1][C:2]1[CH:11]=[C:10]2[C:5]([CH:6]=[CH:7][CH:8]=[C:9]2[N:12]2[CH2:17][CH2:16][N:15]([CH3:18])[CH2:14][CH2:13]2)=[CH:4][CH:3]=1)([O-:21])=[O:20]. The yield is 0.540. (8) The reactants are [Br:1][C:2]1[CH:7]=[CH:6][C:5]([N:8]=[C:9]=[S:10])=[C:4]([F:11])[CH:3]=1.Cl[C:13]1[C:18]([CH2:19][C:20]#[N:21])=[CH:17][CH:16]=[CH:15][N:14]=1.[H-].[Na+]. The catalyst is CS(C)=O. The product is [Br:1][C:2]1[CH:7]=[CH:6][C:5]([NH:8][C:9]2[S:10][C:13]3=[N:14][CH:15]=[CH:16][CH:17]=[C:18]3[C:19]=2[C:20]#[N:21])=[C:4]([F:11])[CH:3]=1. The yield is 0.0900. (9) The reactants are S(=O)(=O)(O)O.[CH3:6][C:7]1[C:15]([O:16][CH3:17])=[CH:14][C:10]([C:11]([OH:13])=[O:12])=[CH:9][C:8]=1[O:18][CH3:19].[CH3:20]O. No catalyst specified. The product is [CH3:6][C:7]1[C:8]([O:18][CH3:19])=[CH:9][C:10]([C:11]([O:13][CH3:20])=[O:12])=[CH:14][C:15]=1[O:16][CH3:17]. The yield is 0.910. (10) The reactants are [C:1]1([C:7]2[N:8]=[CH:9][O:10][C:11]=2[C:12]2[CH:13]=[CH:14][C:15]([NH:18][NH:19][C:20](=O)[CH:21]([CH3:23])[CH3:22])=[N:16][CH:17]=2)[CH:6]=[CH:5][CH:4]=[CH:3][CH:2]=1.O.[OH-].[Na+]. The catalyst is P(Cl)(Cl)(Cl)=O. The product is [CH:21]([C:20]1[N:16]2[CH:17]=[C:12]([C:11]3[O:10][CH:9]=[N:8][C:7]=3[C:1]3[CH:6]=[CH:5][CH:4]=[CH:3][CH:2]=3)[CH:13]=[CH:14][C:15]2=[N:18][N:19]=1)([CH3:23])[CH3:22]. The yield is 0.430.